Dataset: Reaction yield outcomes from USPTO patents with 853,638 reactions. Task: Predict the reaction yield, written as a fraction of the theoretical maximum amount of product (1.0 means a 100% yield; for example, 0.34 means a 34% yield). (1) The reactants are [CH3:1][C:2]1[C:16](=[O:17])[N:15]=[C:14]2[N:4]([C@@H:5]3[O:9][C@H:8]([CH2:10][OH:11])[C@@H:7]([OH:12])[C@@H:6]3[O:13]2)[CH:3]=1.[CH3:18][O:19][CH2:20][CH2:21][O:22]B([O:22][CH2:21][CH2:20][O:19][CH3:18])[O:22][CH2:21][CH2:20][O:19][CH3:18]. The catalyst is COCCO. The product is [CH3:18][O:19][CH2:20][CH2:21][O:22][C@@H:6]1[C@H:7]([OH:12])[C@@H:8]([CH2:10][OH:11])[O:9][C@H:5]1[N:4]1[CH:3]=[C:2]([CH3:1])[C:16](=[O:17])[NH:15][C:14]1=[O:13]. The yield is 0.630. (2) The reactants are Cl.[CH3:2][C:3]1[CH:8]=[C:7]([CH3:9])[CH:6]=[C:5]([CH3:10])[C:4]=1[NH:11][NH2:12].C([O-])([O-])=O.[K+].[K+].[C:19]([O:23][C:24](O[C:24]([O:23][C:19]([CH3:22])([CH3:21])[CH3:20])=[O:25])=[O:25])([CH3:22])([CH3:21])[CH3:20]. The catalyst is C([O-])(O)=O.[Na+].C1COCC1. The product is [C:19]([O:23][C:24]([NH:12][NH:11][C:4]1[C:3]([CH3:2])=[CH:8][C:7]([CH3:9])=[CH:6][C:5]=1[CH3:10])=[O:25])([CH3:22])([CH3:21])[CH3:20]. The yield is 0.590.